This data is from Forward reaction prediction with 1.9M reactions from USPTO patents (1976-2016). The task is: Predict the product of the given reaction. (1) Given the reactants [F:1][C:2]1[C:3]([NH2:9])=[N:4][C:5](=[O:8])[NH:6][CH:7]=1.C(=O)([O-])[O-].[K+].[K+].Br[CH2:17][C:18]([O:20][CH2:21][CH3:22])=[O:19], predict the reaction product. The product is: [NH2:9][C:3]1[C:2]([F:1])=[CH:7][N:6]([CH2:17][C:18]([O:20][CH2:21][CH3:22])=[O:19])[C:5](=[O:8])[N:4]=1. (2) Given the reactants C(N(CC)C(C)C)(C)C.Cl.[F:11][CH2:12][CH2:13][NH2:14].[Cl:15][C:16]1[CH:17]=[C:18]([CH:21]=[CH:22][C:23]=1F)[C:19]#[N:20], predict the reaction product. The product is: [Cl:15][C:16]1[CH:17]=[C:18]([CH:21]=[CH:22][C:23]=1[NH:14][CH2:13][CH2:12][F:11])[C:19]#[N:20].